From a dataset of Forward reaction prediction with 1.9M reactions from USPTO patents (1976-2016). Predict the product of the given reaction. Given the reactants [CH3:1][Li].[N:3]12[CH2:10][CH2:9][CH:6]([CH2:7][CH2:8]1)[C:5](=[O:11])[CH2:4]2.O, predict the reaction product. The product is: [CH3:1][C:5]1([OH:11])[CH:6]2[CH2:9][CH2:10][N:3]([CH2:8][CH2:7]2)[CH2:4]1.